From a dataset of Forward reaction prediction with 1.9M reactions from USPTO patents (1976-2016). Predict the product of the given reaction. (1) Given the reactants C([O-])([O-])=O.[K+].[K+].[NH:7]1[CH2:11][CH2:10][C@H:9]([NH2:12])[CH2:8]1.F[C:14]1[CH:23]=[CH:22][C:17]([C:18]([O:20][CH3:21])=[O:19])=[CH:16][CH:15]=1, predict the reaction product. The product is: [NH2:12][C@H:9]1[CH2:10][CH2:11][N:7]([C:14]2[CH:23]=[CH:22][C:17]([C:18]([O:20][CH3:21])=[O:19])=[CH:16][CH:15]=2)[CH2:8]1. (2) Given the reactants [CH2:1]([O:8][CH2:9][CH:10]1[CH2:14][N:13]([C:15]2[C:19]([N+:20]([O-])=O)=[CH:18][N:17]([CH3:23])[N:16]=2)[C:12](=[O:24])[CH2:11]1)[C:2]1[CH:7]=[CH:6][CH:5]=[CH:4][CH:3]=1.[C:25](O[C:25]([O:27][C:28]([CH3:31])([CH3:30])[CH3:29])=[O:26])([O:27][C:28]([CH3:31])([CH3:30])[CH3:29])=[O:26].C(N(CC)CC)C.C1COCC1, predict the reaction product. The product is: [CH2:1]([O:8][CH2:9][CH:10]1[CH2:14][N:13]([C:15]2[C:19]([NH:20][C:25](=[O:26])[O:27][C:28]([CH3:31])([CH3:30])[CH3:29])=[CH:18][N:17]([CH3:23])[N:16]=2)[C:12](=[O:24])[CH2:11]1)[C:2]1[CH:7]=[CH:6][CH:5]=[CH:4][CH:3]=1. (3) Given the reactants [CH3:1][C:2]1[CH:7]=[C:6]([CH3:8])[N:5]=[C:4]([N:9]2[CH2:16][CH:15]3[CH:11]([CH2:12][NH:13][CH2:14]3)[CH2:10]2)[N:3]=1.CC(O)=O.[F:21][C:22]([F:34])([F:33])[O:23][C:24]1[CH:32]=[CH:31][CH:30]=[CH:29][C:25]=1[C:26](O)=[O:27], predict the reaction product. The product is: [CH3:1][C:2]1[CH:7]=[C:6]([CH3:8])[N:5]=[C:4]([N:9]2[CH2:16][CH:15]3[CH2:14][N:13]([C:26]([C:25]4[CH:29]=[CH:30][CH:31]=[CH:32][C:24]=4[O:23][C:22]([F:21])([F:33])[F:34])=[O:27])[CH2:12][CH:11]3[CH2:10]2)[N:3]=1. (4) Given the reactants [CH3:1][C:2]([CH3:13])([CH3:12])[C:3]([NH:5][C:6]1[CH:7]=[N:8][CH:9]=[CH:10][CH:11]=1)=[O:4].C([Li])CCC.CCCCCC.CN(C)[CH:27]=[O:28].Cl, predict the reaction product. The product is: [CH:27]([C:11]1[CH:10]=[CH:9][N:8]=[CH:7][C:6]=1[NH:5][C:3](=[O:4])[C:2]([CH3:13])([CH3:12])[CH3:1])=[O:28].